This data is from Forward reaction prediction with 1.9M reactions from USPTO patents (1976-2016). The task is: Predict the product of the given reaction. Given the reactants [H-].[Al+3].[Li+].[H-].[H-].[H-].[CH3:7][N:8]([CH3:20])[C:9]([C:11]1[C:19]2[C:14](=[CH:15][CH:16]=[CH:17][CH:18]=2)[NH:13][N:12]=1)=O.O.O.O.O.O.O.O.O.O.O.S([O-])([O-])(=O)=O.[Na+].[Na+], predict the reaction product. The product is: [CH3:20][N:8]([CH2:9][C:11]1[C:19]2[C:14](=[CH:15][CH:16]=[CH:17][CH:18]=2)[NH:13][N:12]=1)[CH3:7].